From a dataset of Forward reaction prediction with 1.9M reactions from USPTO patents (1976-2016). Predict the product of the given reaction. Given the reactants [NH2:1][C:2]1[CH:11]=[C:10]2[C:5]([CH:6]=[C:7]([C:15]3[C:16]([Cl:32])=[CH:17][C:18]([F:31])=[C:19]([NH:21][C:22]([NH:24][C:25]4[CH:30]=[CH:29][CH:28]=[CH:27][CH:26]=4)=[O:23])[CH:20]=3)[C:8](=[O:14])[N:9]2[CH2:12][CH3:13])=[CH:4][N:3]=1.[C:33](OC(=O)C)(=[O:35])[CH3:34], predict the reaction product. The product is: [C:33]([NH:1][C:2]1[CH:11]=[C:10]2[C:5]([CH:6]=[C:7]([C:15]3[C:16]([Cl:32])=[CH:17][C:18]([F:31])=[C:19]([NH:21][C:22]([NH:24][C:25]4[CH:26]=[CH:27][CH:28]=[CH:29][CH:30]=4)=[O:23])[CH:20]=3)[C:8](=[O:14])[N:9]2[CH2:12][CH3:13])=[CH:4][N:3]=1)(=[O:35])[CH3:34].